This data is from Forward reaction prediction with 1.9M reactions from USPTO patents (1976-2016). The task is: Predict the product of the given reaction. (1) Given the reactants [Cl:1][C:2]1[CH:7]=[CH:6][C:5]([N+:8]([O-:10])=[O:9])=[CH:4][C:3]=1[S:11](Cl)(=[O:13])=[O:12].[C:15]([N:22]1[CH2:27][CH2:26][NH:25][CH2:24][CH2:23]1)([O:17][C:18]([CH3:21])([CH3:20])[CH3:19])=[O:16].C(N(CC)C(C)C)(C)C, predict the reaction product. The product is: [Cl:1][C:2]1[CH:7]=[CH:6][C:5]([N+:8]([O-:10])=[O:9])=[CH:4][C:3]=1[S:11]([N:25]1[CH2:24][CH2:23][N:22]([C:15]([O:17][C:18]([CH3:21])([CH3:20])[CH3:19])=[O:16])[CH2:27][CH2:26]1)(=[O:13])=[O:12]. (2) Given the reactants Cl.O.[NH:3]1[CH2:8][CH2:7][C:6](=[O:9])[CH2:5][CH2:4]1.C([O-])(O)=O.[Na+].[O:15](C(OC(C)(C)C)=O)[C:16]([O:18][C:19]([CH3:22])([CH3:21])[CH3:20])=O, predict the reaction product. The product is: [C:16]([N:3]1[CH2:8][CH2:7][C:6](=[O:9])[CH2:5][CH2:4]1)([O:18][C:19]([CH3:22])([CH3:21])[CH3:20])=[O:15]. (3) The product is: [CH3:1][C:2]1[CH:8]=[CH:7][C:5]([NH:6][N:9]=[C:21]([C:22](=[O:24])[CH3:23])[C:18](=[O:20])[CH3:19])=[CH:4][CH:3]=1. Given the reactants [CH3:1][C:2]1[CH:8]=[CH:7][C:5]([NH2:6])=[CH:4][CH:3]=1.[N:9]([O-])=O.[Na+].C([O-])(=O)C.[Na+].[C:18]([CH2:21][C:22](=[O:24])[CH3:23])(=[O:20])[CH3:19], predict the reaction product. (4) Given the reactants [C:1]([S:4][C@H:5]1[CH2:9][N:8]([S:10]([C:13]2[CH:22]=[CH:21][C:20]3[C:15](=[CH:16][CH:17]=[CH:18][CH:19]=3)[CH:14]=2)(=[O:12])=[O:11])[C@H:7]([C:23](O)=[O:24])[CH2:6]1)(=[O:3])[CH3:2].C(Cl)(=O)C(Cl)=O.[CH3:32][NH:33][C:34]1[CH:42]=[CH:41][C:37](C(O)=O)=[CH:36][CH:35]=1.[C:43]([O-:46])([O-])=[O:44].[K+].[K+].OS([O-])(=O)=O.[K+], predict the reaction product. The product is: [C:1]([S:4][C@H:5]1[CH2:9][N:8]([S:10]([C:13]2[CH:22]=[CH:21][C:20]3[C:15](=[CH:16][CH:17]=[CH:18][CH:19]=3)[CH:14]=2)(=[O:11])=[O:12])[C@H:7]([C:23]([N:33]([CH3:32])[C:34]2[CH:35]=[CH:36][C:37]([C:43]([OH:46])=[O:44])=[CH:41][CH:42]=2)=[O:24])[CH2:6]1)(=[O:3])[CH3:2]. (5) The product is: [Si:21]([O:5][CH2:4][CH2:3][CH:2]([C:6]1[CH:11]=[CH:10][C:9]([C:12]([F:13])([F:14])[F:15])=[C:8]([F:16])[CH:7]=1)[NH2:1])([C:18]([CH3:20])([CH3:19])[CH3:17])([CH3:23])[CH3:22]. Given the reactants [NH2:1][CH:2]([C:6]1[CH:11]=[CH:10][C:9]([C:12]([F:15])([F:14])[F:13])=[C:8]([F:16])[CH:7]=1)[CH2:3][CH2:4][OH:5].[CH3:17][C:18]([Si:21](Cl)([CH3:23])[CH3:22])([CH3:20])[CH3:19].CCN(C(C)C)C(C)C.C(Cl)Cl, predict the reaction product. (6) Given the reactants [CH3:1][C:2]([C:4]1[CH:9]=[C:8]([OH:10])[CH:7]=[CH:6][C:5]=1[OH:11])=[O:3].[CH3:12][C:13]([CH3:15])=O.N1CCCC1, predict the reaction product. The product is: [OH:10][C:8]1[CH:9]=[C:4]2[C:5](=[CH:6][CH:7]=1)[O:11][C:13]([CH3:15])([CH3:12])[CH2:1][C:2]2=[O:3].